The task is: Predict the reactants needed to synthesize the given product.. This data is from Full USPTO retrosynthesis dataset with 1.9M reactions from patents (1976-2016). Given the product [F:1][C:2]1[CH:10]=[CH:9][C:5]([C:6]([O:8][C:15]([CH3:18])([CH3:17])[CH3:16])=[O:7])=[C:4]([CH3:11])[CH:3]=1, predict the reactants needed to synthesize it. The reactants are: [F:1][C:2]1[CH:10]=[CH:9][C:5]([C:6]([OH:8])=[O:7])=[C:4]([CH3:11])[CH:3]=1.C(OC(O[C:15]([CH3:18])([CH3:17])[CH3:16])=O)(O[C:15]([CH3:18])([CH3:17])[CH3:16])=O.